This data is from Reaction yield outcomes from USPTO patents with 853,638 reactions. The task is: Predict the reaction yield, written as a fraction of the theoretical maximum amount of product (1.0 means a 100% yield; for example, 0.34 means a 34% yield). (1) The reactants are [C:1]([O:5][C:6](=[O:15])[CH2:7]/[N:8]=[CH:9]/[CH2:10][C:11]([CH3:14])([CH3:13])[CH3:12])([CH3:4])([CH3:3])[CH3:2].[Cl:16][C:17]1[C:18]([F:35])=[C:19](/[CH:23]=[C:24](/[C:27]2[CH:32]=[CH:31][C:30]([Cl:33])=[CH:29][C:28]=2[CH3:34])\[C:25]#[N:26])[CH:20]=[CH:21][CH:22]=1.C(N(CC)CC)C. The catalyst is ClCCl. The product is [C:1]([O:5][C:6]([CH:7]1[CH:23]([C:19]2[CH:20]=[CH:21][CH:22]=[C:17]([Cl:16])[C:18]=2[F:35])[C:24]([C:27]2[CH:32]=[CH:31][C:30]([Cl:33])=[CH:29][C:28]=2[CH3:34])([C:25]#[N:26])[CH:9]([CH2:10][C:11]([CH3:14])([CH3:13])[CH3:12])[NH:8]1)=[O:15])([CH3:4])([CH3:3])[CH3:2]. The yield is 0.490. (2) The reactants are [Br:1][C:2]1[CH:7]=[C:6]([F:8])[CH:5]=[C:4](Br)[CH:3]=1.C([Li])CCC.[B:15](OC(C)C)([O:20]C(C)C)[O:16]C(C)C. The catalyst is O1CCCC1. The product is [Br:1][C:2]1[CH:3]=[C:4]([B:15]([OH:20])[OH:16])[CH:5]=[C:6]([F:8])[CH:7]=1. The yield is 0.140. (3) The reactants are [CH3:1][O:2][C:3]1[N:4]=[C:5]2[C:10](=[CH:11][CH:12]=1)[N:9]=[CH:8][CH:7]=[C:6]2[N:13]1[CH2:18][CH2:17][N:16]([CH2:19][CH2:20][NH:21]C(=O)OC(C)(C)C)[CH2:15][C:14]1=[O:29].Cl.O1CCOCC1. The catalyst is CO. The product is [NH2:21][CH2:20][CH2:19][N:16]1[CH2:17][CH2:18][N:13]([C:6]2[C:5]3[C:10](=[CH:11][CH:12]=[C:3]([O:2][CH3:1])[N:4]=3)[N:9]=[CH:8][CH:7]=2)[C:14](=[O:29])[CH2:15]1. The yield is 0.980. (4) The reactants are [NH2:1][C:2]1[CH:3]=[N:4][CH:5]=[CH:6][CH:7]=1.C(N(CC)CC)C.[C:15](Cl)(=[O:20])[C:16]([CH3:19])([CH3:18])[CH3:17]. The catalyst is ClCCl. The product is [CH3:17][C:16]([CH3:19])([CH3:18])[C:15]([NH:1][C:2]1[CH:3]=[N:4][CH:5]=[CH:6][CH:7]=1)=[O:20]. The yield is 0.750. (5) The reactants are [N:1]1[CH:6]=[CH:5][CH:4]=[CH:3][C:2]=1[N:7]1[CH2:12][CH2:11][NH:10][CH2:9][CH2:8]1.C=O.[Cl:15][C:16]1[CH:17]=[C:18]([CH:22]=[CH:23][CH:24]=1)[C:19]([NH2:21])=[O:20].[C:25](=O)([O-])[O-].[K+].[K+]. The catalyst is C(O)C. The product is [Cl:15][C:16]1[CH:17]=[C:18]([CH:22]=[CH:23][CH:24]=1)[C:19]([NH:21][CH2:25][N:10]1[CH2:9][CH2:8][N:7]([C:2]2[CH:3]=[CH:4][CH:5]=[CH:6][N:1]=2)[CH2:12][CH2:11]1)=[O:20]. The yield is 0.520. (6) The product is [F:39][C:26]([F:25])([F:38])[O:27][C:28]1[CH:33]=[CH:32][C:31]([S:34]([N:15]2[CH2:20][CH2:19][CH2:18]/[C:17](=[CH:21]\[C:22]([OH:24])=[O:23])/[CH2:16]2)(=[O:36])=[O:35])=[CH:30][CH:29]=1. The reactants are C(N(CC)CC)C.FC(F)(F)C(O)=O.[NH:15]1[CH2:20][CH2:19][CH2:18]/[C:17](=[CH:21]\[C:22]([OH:24])=[O:23])/[CH2:16]1.[F:25][C:26]([F:39])([F:38])[O:27][C:28]1[CH:33]=[CH:32][C:31]([S:34](Cl)(=[O:36])=[O:35])=[CH:30][CH:29]=1. The catalyst is CO. The yield is 0.800. (7) The reactants are [Cl:1][C:2]1[CH:19]=[C:18]([Cl:20])[CH:17]=[CH:16][C:3]=1[CH2:4][N:5]([CH3:15])[CH2:6][CH:7]([C:9]1[CH:14]=[CH:13][CH:12]=[CH:11][CH:10]=1)O.S(=O)(=O)(O)O.[OH-].[Na+]. The catalyst is ClCCl. The product is [Cl:20][C:18]1[CH:17]=[C:16]2[C:3](=[C:2]([Cl:1])[CH:19]=1)[CH2:4][N:5]([CH3:15])[CH2:6][CH:7]2[C:9]1[CH:14]=[CH:13][CH:12]=[CH:11][CH:10]=1. The yield is 0.500. (8) The reactants are [Cl:1]N1C(=O)CCC1=O.[C:9]([C:11]1[CH:12]=[C:13]([C:17]2[CH:26]=[C:25]3[C:20]([CH:21]=[CH:22][NH:23][C:24]3=[O:27])=[CH:19][CH:18]=2)[CH:14]=[CH:15][CH:16]=1)#[N:10]. The catalyst is CC(N(C)C)=O. The product is [Cl:1][C:21]1[C:20]2[C:25](=[CH:26][C:17]([C:13]3[CH:14]=[CH:15][CH:16]=[C:11]([C:9]#[N:10])[CH:12]=3)=[CH:18][CH:19]=2)[C:24](=[O:27])[NH:23][CH:22]=1. The yield is 0.810.